Dataset: Catalyst prediction with 721,799 reactions and 888 catalyst types from USPTO. Task: Predict which catalyst facilitates the given reaction. (1) Reactant: COC[O:4][C:5]1[C:6]([C:13]2[CH:18]=[CH:17][N:16]=[C:15]([CH3:19])[CH:14]=2)=[N:7][CH:8]=[CH:9][C:10]=1[CH:11]=[O:12].C(O)(C(F)(F)F)=O.C(Cl)Cl.C(=O)([O-])[O-].[K+].[K+]. Product: [OH:4][C:5]1[C:6]([C:13]2[CH:18]=[CH:17][N:16]=[C:15]([CH3:19])[CH:14]=2)=[N:7][CH:8]=[CH:9][C:10]=1[CH:11]=[O:12]. The catalyst class is: 2. (2) Reactant: [C:1]([C:3]1[N:8]=[CH:7][C:6]([CH:9]([CH3:13])[C:10]([OH:12])=O)=[CH:5][CH:4]=1)#N.[CH3:14][N:15](C)CCCN=C=NCC.C1C=CC2N(O)N=NC=2C=1.C(N(CC)CC)C.[Cl:42][C:43]1[CH:44]=[C:45]([N:49]2[C:53]([CH2:54][NH2:55])=[CH:52][C:51]([C:56]([F:59])([F:58])[F:57])=[N:50]2)[CH:46]=[CH:47][CH:48]=1. Product: [Cl:42][C:43]1[CH:44]=[C:45]([N:49]2[C:53]([CH2:54][NH:55][C:10](=[O:12])[CH:9]([C:6]3[CH:7]=[N:8][C:3]([CH2:1][C:14]#[N:15])=[CH:4][CH:5]=3)[CH3:13])=[CH:52][C:51]([C:56]([F:57])([F:58])[F:59])=[N:50]2)[CH:46]=[CH:47][CH:48]=1. The catalyst class is: 9. (3) Reactant: [I-].[Na+].I.[CH2:4]([N:11]1[CH2:20][CH2:19][C:18]2[C:13](=[CH:14][C:15]([NH2:22])=[CH:16][C:17]=2Cl)[CH2:12]1)[C:5]1[CH:10]=[CH:9][CH:8]=[CH:7][CH:6]=1.[NH2:23][C:24]1[CH:29]=[CH:28][C:27]([C:30]([F:33])([F:32])[F:31])=[CH:26][CH:25]=1. Product: [CH2:4]([N:11]1[CH2:20][CH2:19][C:18]2[C:17]([NH:23][C:24]3[CH:29]=[CH:28][C:27]([C:30]([F:31])([F:32])[F:33])=[CH:26][CH:25]=3)=[CH:16][C:15]([NH2:22])=[CH:14][C:13]=2[CH2:12]1)[C:5]1[CH:10]=[CH:9][CH:8]=[CH:7][CH:6]=1. The catalyst class is: 12. (4) Reactant: [Cl:1][C:2]1[N:7]=[C:6](Cl)[CH:5]=[C:4]([CH3:9])[N:3]=1.C([O-])([O-])=O.[Na+].[Na+].[NH:16]1[C:24]2[C:19](=[CH:20][C:21]([NH2:25])=[CH:22][CH:23]=2)[CH:18]=[N:17]1. Product: [Cl:1][C:2]1[N:7]=[C:6]([NH:25][C:21]2[CH:20]=[C:19]3[C:24](=[CH:23][CH:22]=2)[NH:16][N:17]=[CH:18]3)[CH:5]=[C:4]([CH3:9])[N:3]=1. The catalyst class is: 14. (5) Reactant: [O:1]1[CH2:5][CH2:4][CH:3]([NH2:6])[CH2:2]1.S=[C:8]1[CH2:12][S:11][C:10](=[O:13])[NH:9]1. Product: [O:1]1[CH2:5][CH2:4][CH:3]([NH:6][C:8]2[CH2:12][S:11][C:10](=[O:13])[N:9]=2)[CH2:2]1. The catalyst class is: 8. (6) Reactant: C[O:2][C:3](=[O:27])/[C:4](/[C:11]1[CH:16]=[CH:15][C:14]([N:17]2[C:21]([CH3:22])=[N:20][N:19]=[N:18]2)=[C:13]([S:23]([CH3:26])(=[O:25])=[O:24])[CH:12]=1)=[CH:5]/[CH:6]1[CH2:10][CH2:9][CH2:8][CH2:7]1.[OH-].[Na+]. Product: [CH:6]1(/[CH:5]=[C:4](\[C:11]2[CH:16]=[CH:15][C:14]([N:17]3[C:21]([CH3:22])=[N:20][N:19]=[N:18]3)=[C:13]([S:23]([CH3:26])(=[O:24])=[O:25])[CH:12]=2)/[C:3]([OH:27])=[O:2])[CH2:10][CH2:9][CH2:8][CH2:7]1. The catalyst class is: 8. (7) Reactant: [OH-].[Na+].[Cl:3][C:4]1[C:9]2[NH:10][C:11]([CH3:13])=[N:12][C:8]=2[CH:7]=[C:6]([C:14]([O:16]C)=[O:15])[CH:5]=1. Product: [Cl:3][C:4]1[C:9]2[NH:10][C:11]([CH3:13])=[N:12][C:8]=2[CH:7]=[C:6]([C:14]([OH:16])=[O:15])[CH:5]=1. The catalyst class is: 5. (8) Reactant: C[O:2][C:3](=[O:25])[C:4]1[CH:9]=[CH:8][C:7]([N+:10]([O-:12])=[O:11])=[CH:6][C:5]=1[CH2:13][O:14][C:15]1[CH:20]=[CH:19][CH:18]=[C:17]([NH:21][C:22](=[O:24])[CH3:23])[CH:16]=1.[OH-].[K+]. Product: [C:22]([NH:21][C:17]1[CH:16]=[C:15]([CH:20]=[CH:19][CH:18]=1)[O:14][CH2:13][C:5]1[CH:6]=[C:7]([N+:10]([O-:12])=[O:11])[CH:8]=[CH:9][C:4]=1[C:3]([OH:25])=[O:2])(=[O:24])[CH3:23]. The catalyst class is: 5.